This data is from Reaction yield outcomes from USPTO patents with 853,638 reactions. The task is: Predict the reaction yield, written as a fraction of the theoretical maximum amount of product (1.0 means a 100% yield; for example, 0.34 means a 34% yield). (1) The reactants are FC1C=C2C(C(C3C=C(N)C(N)=CC=3)=CN2S(C2C=CC=CC=2)(=O)=O)=CC=1.Br[C:29]1[CH:38]=[CH:37][C:32]2[NH:33][C:34](=[O:36])[O:35][C:31]=2[CH:30]=1.[F:39][C:40]1[CH:48]=[C:47]2[C:43]([C:44](B3OC(C)(C)C(C)(C)O3)=[CH:45][N:46]2[C:49]([O:51][C:52]([CH3:55])([CH3:54])[CH3:53])=[O:50])=[CH:42][CH:41]=1. No catalyst specified. The product is [F:39][C:40]1[CH:48]=[C:47]2[C:43]([C:44]([C:29]3[CH:38]=[CH:37][C:32]4[NH:33][C:34](=[O:36])[O:35][C:31]=4[CH:30]=3)=[CH:45][N:46]2[C:49]([O:51][C:52]([CH3:55])([CH3:54])[CH3:53])=[O:50])=[CH:42][CH:41]=1. The yield is 0.450. (2) The reactants are [C:1]([OH:7])(=[O:6])[CH2:2][C:3]([OH:5])=[O:4].S(=O)(=O)(O)O.[CH2:13]([CH:15]1CCC(=O)CC1)[CH3:14]. The catalyst is C(OC(=O)C)(=O)C. The product is [CH3:14][C:13]1([CH3:15])[O:7][C:1](=[O:6])[CH2:2][C:3](=[O:5])[O:4]1. The yield is 0.851. (3) The reactants are [CH3:1][O:2][C:3](=[O:28])[C@@H:4]([N:13]([CH2:21][C:22]1[CH:27]=[CH:26][CH:25]=[CH:24][CH:23]=1)[CH2:14][C:15]1[CH:20]=[CH:19][CH:18]=[CH:17][CH:16]=1)[CH2:5][C:6]1[CH:11]=[CH:10][C:9]([OH:12])=[CH:8][CH:7]=1.C(=O)([O-])[O-].[K+].[K+].[CH3:35][O:36][CH2:37]Cl. The catalyst is C(#N)C. The product is [CH3:1][O:2][C:3](=[O:28])[C@@H:4]([N:13]([CH2:14][C:15]1[CH:16]=[CH:17][CH:18]=[CH:19][CH:20]=1)[CH2:21][C:22]1[CH:23]=[CH:24][CH:25]=[CH:26][CH:27]=1)[CH2:5][C:6]1[CH:7]=[CH:8][C:9]([O:12][CH2:35][O:36][CH3:37])=[CH:10][CH:11]=1. The yield is 0.960.